Dataset: Forward reaction prediction with 1.9M reactions from USPTO patents (1976-2016). Task: Predict the product of the given reaction. (1) Given the reactants [CH3:1][O:2][C:3]1[CH:4]=[C:5]([C:11]2[O:16][C:15](=O)[C:14]3[C:18]([CH3:21])=[CH:19][O:20][C:13]=3[CH:12]=2)[CH:6]=[C:7]([O:9][CH3:10])[CH:8]=1.COC1C=CC(P2(SP(C3C=CC(OC)=CC=3)(=S)S2)=[S:31])=CC=1, predict the reaction product. The product is: [CH3:1][O:2][C:3]1[CH:4]=[C:5]([C:11]2[O:16][C:15](=[S:31])[C:14]3[C:18]([CH3:21])=[CH:19][O:20][C:13]=3[CH:12]=2)[CH:6]=[C:7]([O:9][CH3:10])[CH:8]=1. (2) Given the reactants [CH2:1]([O:3][C:4]([C:6]1[C:11]([NH2:12])=[CH:10][N:9]=[N:8][CH:7]=1)=[O:5])[CH3:2].[F:13][C:14]1[CH:19]=[C:18]([F:20])[CH:17]=[C:16]([F:21])[C:15]=1[CH2:22][C:23](Cl)=[O:24], predict the reaction product. The product is: [CH2:1]([O:3][C:4]([C:6]1[C:11]([NH:12][C:23](=[O:24])[CH2:22][C:15]2[C:16]([F:21])=[CH:17][C:18]([F:20])=[CH:19][C:14]=2[F:13])=[CH:10][N:9]=[N:8][CH:7]=1)=[O:5])[CH3:2]. (3) Given the reactants [CH3:1][O:2][C:3]([C:5]1([NH:12][C:13](=[O:26])[C:14]2[CH:19]=[CH:18][C:17]([O:20][CH3:21])=[C:16]([O:22]C(=O)C)[CH:15]=2)[CH2:11][CH2:10][CH2:9][CH2:8][CH2:7][CH2:6]1)=[O:4].C(=O)([O-])[O-].[K+].[K+].Cl, predict the reaction product. The product is: [CH3:1][O:2][C:3]([C:5]1([NH:12][C:13](=[O:26])[C:14]2[CH:19]=[CH:18][C:17]([O:20][CH3:21])=[C:16]([OH:22])[CH:15]=2)[CH2:6][CH2:7][CH2:8][CH2:9][CH2:10][CH2:11]1)=[O:4]. (4) The product is: [CH3:1][O:2][C:3](=[O:19])[C:4]1[CH:12]=[C:11]([O:13][CH2:14][CH2:15][CH2:16][CH:17]=[CH2:18])[CH:10]=[C:6]([C:7]([NH:30][CH2:29][CH:28]([O:31][CH3:32])[O:27][CH3:26])=[O:9])[CH:5]=1. Given the reactants [CH3:1][O:2][C:3](=[O:19])[C:4]1[CH:12]=[C:11]([O:13][CH2:14][CH2:15][CH2:16][CH:17]=[CH2:18])[CH:10]=[C:6]([C:7]([OH:9])=O)[CH:5]=1.C(Cl)(=O)C(Cl)=O.[CH3:26][O:27][CH:28]([O:31][CH3:32])[CH2:29][NH2:30].C(=O)([O-])[O-].[Na+].[Na+].[Cl-].[Na+], predict the reaction product. (5) Given the reactants [CH2:1]([N:3]=[C:4]=[O:5])[CH3:2].[NH2:6][CH2:7][CH2:8][S:9][C:10]1[N:11]=[C:12]([O:28][CH3:29])[C:13]([NH:16][S:17]([C:20]2[CH:25]=[CH:24][CH:23]=[C:22]([Cl:26])[C:21]=2[Cl:27])(=[O:19])=[O:18])=[N:14][CH:15]=1, predict the reaction product. The product is: [Cl:27][C:21]1[C:22]([Cl:26])=[CH:23][CH:24]=[CH:25][C:20]=1[S:17]([NH:16][C:13]1[C:12]([O:28][CH3:29])=[N:11][C:10]([S:9][CH2:8][CH2:7][NH:6][C:4]([NH:3][CH2:1][CH3:2])=[O:5])=[CH:15][N:14]=1)(=[O:18])=[O:19]. (6) Given the reactants Cl[C:2]1[N:7]=[C:6]([N:8]2[CH2:12][CH2:11][C@:10]([CH:15]([CH3:17])[CH3:16])([C:13]#[N:14])[C:9]2=[O:18])[CH:5]=[CH:4][N:3]=1.[NH2:19][C:20]1[CH:21]=[N:22][N:23]([CH:25]2[CH2:28][N:27]([C:29]([O:31][C:32]([CH3:35])([CH3:34])[CH3:33])=[O:30])[CH2:26]2)[CH:24]=1.C(=O)([O-])[O-].[Cs+].[Cs+], predict the reaction product. The product is: [C:13]([C@@:10]1([CH:15]([CH3:17])[CH3:16])[CH2:11][CH2:12][N:8]([C:6]2[CH:5]=[CH:4][N:3]=[C:2]([NH:19][C:20]3[CH:21]=[N:22][N:23]([CH:25]4[CH2:28][N:27]([C:29]([O:31][C:32]([CH3:35])([CH3:34])[CH3:33])=[O:30])[CH2:26]4)[CH:24]=3)[N:7]=2)[C:9]1=[O:18])#[N:14].